Task: Predict the reaction yield, written as a fraction of the theoretical maximum amount of product (1.0 means a 100% yield; for example, 0.34 means a 34% yield).. Dataset: Reaction yield outcomes from USPTO patents with 853,638 reactions (1) The reactants are [C:1]([O:5][C:6](=[O:22])[C:7]([S:10][C:11]1[CH:20]=[CH:19][C:18]2[CH2:17][CH:16]([NH2:21])[CH2:15][CH2:14][C:13]=2[CH:12]=1)([CH3:9])[CH3:8])([CH3:4])([CH3:3])[CH3:2].CCN(C(C)C)C(C)C.[C:32](Cl)(=[O:34])[CH3:33]. The catalyst is C(Cl)Cl. The product is [C:1]([O:5][C:6](=[O:22])[C:7]([S:10][C:11]1[CH:20]=[CH:19][C:18]2[CH2:17][CH:16]([NH:21][C:32](=[O:34])[CH3:33])[CH2:15][CH2:14][C:13]=2[CH:12]=1)([CH3:9])[CH3:8])([CH3:2])([CH3:3])[CH3:4]. The yield is 0.320. (2) The reactants are [N:1]1([C:7]([O:9][C:10]([CH3:13])([CH3:12])[CH3:11])=[O:8])[CH2:6][CH2:5][NH:4][CH2:3][CH2:2]1.C(N(CC)CC)C.[C:21]([O:24][C@H:25]1[CH2:42][CH2:41][C@@:40]2([CH3:43])[C@@H:27]([CH2:28][CH2:29][C@:30]3([CH3:55])[C@@H:39]2[CH2:38][CH2:37][C@H:36]2[C@@:31]3([CH3:54])[CH2:32][CH2:33][C@@:34]3([C:51](Cl)=[O:52])[CH2:46][CH2:45][C@@H:44]([C:47]4([CH3:50])[CH2:49][CH2:48]4)[C@@H:35]32)[C:26]1([CH3:57])[CH3:56])(=[O:23])[CH3:22]. The catalyst is C(Cl)Cl.O. The product is [C:21]([O:24][C@H:25]1[CH2:42][CH2:41][C@@:40]2([CH3:43])[C@@H:27]([CH2:28][CH2:29][C@:30]3([CH3:55])[C@@H:39]2[CH2:38][CH2:37][C@H:36]2[C@@:31]3([CH3:54])[CH2:32][CH2:33][C@@:34]3([C:51]([N:4]4[CH2:5][CH2:6][N:1]([C:7]([O:9][C:10]([CH3:13])([CH3:12])[CH3:11])=[O:8])[CH2:2][CH2:3]4)=[O:52])[CH2:46][CH2:45][C@@H:44]([C:47]4([CH3:50])[CH2:48][CH2:49]4)[C@@H:35]32)[C:26]1([CH3:57])[CH3:56])(=[O:23])[CH3:22]. The yield is 0.840.